This data is from Peptide-MHC class II binding affinity with 134,281 pairs from IEDB. The task is: Regression. Given a peptide amino acid sequence and an MHC pseudo amino acid sequence, predict their binding affinity value. This is MHC class II binding data. The binding affinity (normalized) is 0.238. The MHC is DRB5_0101 with pseudo-sequence DRB5_0101. The peptide sequence is LDSSDTIWMDIEGPP.